Dataset: Forward reaction prediction with 1.9M reactions from USPTO patents (1976-2016). Task: Predict the product of the given reaction. (1) Given the reactants [CH:1]1([C:7]([C:21]2[CH:26]=[CH:25][CH:24]=[CH:23][CH:22]=2)([C:9]2[N:13]=[CH:12][N:11]([CH2:14][CH:15]3[CH2:20][CH2:19][NH:18][CH2:17][CH2:16]3)[N:10]=2)[OH:8])[CH2:6][CH2:5][CH2:4][CH2:3][CH2:2]1.Br[CH2:28][CH2:29][C:30]1[CH:35]=[CH:34][C:33]([CH2:36][CH2:37][N:38]2[C:46](=[O:47])[C:45]3[C:40](=[CH:41][CH:42]=[CH:43][CH:44]=3)[C:39]2=[O:48])=[CH:32][CH:31]=1.C(N(CC)CC)C, predict the reaction product. The product is: [CH:21]1([C@@:7]([OH:8])([C:1]2[CH:6]=[CH:5][CH:4]=[CH:3][CH:2]=2)[C:9]2[N:13]=[CH:12][N:11]([CH2:14][CH:15]3[CH2:20][CH2:19][N:18]([CH2:28][CH2:29][C:30]4[CH:31]=[CH:32][C:33]([CH2:36][CH2:37][N:38]5[C:46](=[O:47])[C:45]6[C:40](=[CH:41][CH:42]=[CH:43][CH:44]=6)[C:39]5=[O:48])=[CH:34][CH:35]=4)[CH2:17][CH2:16]3)[N:10]=2)[CH2:26][CH2:25][CH2:24][CH2:23][CH2:22]1. (2) Given the reactants [NH2:1][CH2:2][CH:3](N)[CH3:4].ClCC(O[CH2:11][CH3:12])=O.C(=O)([O-])[O-].[K+].[K+].C(OC(OC(C)(C)C)=O)(O[C:22](C)([CH3:24])[CH3:23])=O.[C:34]([O:38][C:39]([N:41]1[CH2:46][C:45](=[O:47])[NH:44][CH:43]([CH3:48])[CH2:42]1)=[O:40])([CH3:37])([CH3:36])[CH3:35], predict the reaction product. The product is: [C:34]([O:38][C:39]([N:41]1[CH2:46][C:45](=[O:47])[N:44]([CH2:4][CH2:3][CH2:2][N:1]2[CH2:12][CH2:11][CH2:24][CH2:22][CH2:23]2)[CH:43]([CH3:48])[CH2:42]1)=[O:40])([CH3:37])([CH3:35])[CH3:36].